From a dataset of Forward reaction prediction with 1.9M reactions from USPTO patents (1976-2016). Predict the product of the given reaction. (1) Given the reactants Br[CH2:2][C@H:3]([CH3:21])[C@H:4]([C:7]1[CH:12]=[CH:11][CH:10]=[C:9]([O:13][CH2:14][C:15]2[CH:20]=[CH:19][CH:18]=[CH:17][CH:16]=2)[CH:8]=1)[CH2:5][CH3:6].C(=O)([O-])[O-].[K+].[K+].Cl.[CH3:29][NH:30][CH3:31].O, predict the reaction product. The product is: [CH2:5]([C@@H:4]([C:7]1[CH:12]=[CH:11][CH:10]=[C:9]([O:13][CH2:14][C:15]2[CH:20]=[CH:19][CH:18]=[CH:17][CH:16]=2)[CH:8]=1)[C@@H:3]([CH3:21])[CH2:2][N:30]([CH3:31])[CH3:29])[CH3:6]. (2) Given the reactants [Br:1][C:2]1[CH:11]=[C:10]2[C:5]([C:6](Cl)=[N:7][C:8]([Cl:12])=[N:9]2)=[CH:4][CH:3]=1.[NH:14]1[CH2:19][CH2:18][O:17][CH2:16][CH2:15]1, predict the reaction product. The product is: [Br:1][C:2]1[CH:11]=[C:10]2[C:5]([C:6]([N:14]3[CH2:19][CH2:18][O:17][CH2:16][CH2:15]3)=[N:7][C:8]([Cl:12])=[N:9]2)=[CH:4][CH:3]=1. (3) Given the reactants [H-].[Na+].[CH3:3][C:4]1[CH:9]=[C:8]([CH3:10])[N:7]=[C:6]([N:11]2[CH2:22][CH2:21][C:14]3([O:19][CH2:18][CH2:17][NH:16][C:15]3=[O:20])[CH2:13][CH2:12]2)[N:5]=1.Br[CH2:24][C:25]1[C:33]2[C:28](=[CH:29][CH:30]=[CH:31][CH:32]=2)[N:27](S(C2C=CC(C)=CC=2)(=O)=O)[CH:26]=1.C([O-])([O-])=O.[Cs+].[Cs+], predict the reaction product. The product is: [CH3:10][C:8]1[CH:9]=[C:4]([CH3:3])[N:5]=[C:6]([N:11]2[CH2:12][CH2:13][C:14]3([O:19][CH2:18][CH2:17][N:16]([CH2:24][C:25]4[C:33]5[C:28](=[CH:29][CH:30]=[CH:31][CH:32]=5)[NH:27][CH:26]=4)[C:15]3=[O:20])[CH2:21][CH2:22]2)[N:7]=1. (4) Given the reactants [F:1][C:2]1[CH:9]=[C:8]([F:10])[CH:7]=[CH:6][C:3]=1[CH:4]=O.[CH3:11][C:12]([S@@:15]([NH2:17])=[O:16])([CH3:14])[CH3:13].CC1C=CC(S([O-])(=O)=O)=CC=1.C1C=C[NH+]=CC=1, predict the reaction product. The product is: [F:1][C:2]1[CH:9]=[C:8]([F:10])[CH:7]=[CH:6][C:3]=1/[CH:4]=[N:17]/[S@:15]([C:12]([CH3:14])([CH3:13])[CH3:11])=[O:16]. (5) Given the reactants [C:1]([O:4][C@@H:5]([CH2:8][CH2:9][C:10]1[CH:15]=[CH:14][CH:13]=[CH:12][C:11]=1[O:16]C)[CH2:6][Br:7])(=[O:3])[CH3:2].B(Br)(Br)Br, predict the reaction product. The product is: [C:1]([O:4][C@@H:5]([CH2:8][CH2:9][C:10]1[CH:15]=[CH:14][CH:13]=[CH:12][C:11]=1[OH:16])[CH2:6][Br:7])(=[O:3])[CH3:2]. (6) Given the reactants [C:1]1([C:11]2[CH:16]=[CH:15][CH:14]=[CH:13][CH:12]=2)[CH:6]=[CH:5][CH:4]=[C:3]([CH2:7][C:8]([OH:10])=[O:9])[CH:2]=1.C([N-]C(C)C)(C)C.[Li+].Br[CH2:26][C:27]([CH3:29])=[CH2:28].O, predict the reaction product. The product is: [C:1]1([C:11]2[CH:16]=[CH:15][CH:14]=[CH:13][CH:12]=2)[CH:6]=[CH:5][CH:4]=[C:3]([CH:7]([CH2:28][C:27]([CH3:29])=[CH2:26])[C:8]([OH:10])=[O:9])[CH:2]=1. (7) Given the reactants [Cl:1][CH2:2][CH2:3][C:4]([C:19]1[CH:24]=[CH:23][CH:22]=[CH:21][CH:20]=1)=[C:5]([C:12]1[CH:17]=[CH:16][C:15]([OH:18])=[CH:14][CH:13]=1)[C:6]1[CH:11]=[CH:10][CH:9]=[CH:8][CH:7]=1.[H-].[Na+].I[CH2:28][CH2:29][O:30]C1CCCCO1.O, predict the reaction product. The product is: [Cl:1][CH2:2][CH2:3][C:4]([C:19]1[CH:24]=[CH:23][CH:22]=[CH:21][CH:20]=1)=[C:5]([C:12]1[CH:13]=[CH:14][C:15]([O:18][CH2:28][CH2:29][OH:30])=[CH:16][CH:17]=1)[C:6]1[CH:11]=[CH:10][CH:9]=[CH:8][CH:7]=1. (8) Given the reactants [OH:1][C:2]1[C:12]2[CH2:11][CH2:10][N:9]([C:13]([O:15][C:16]([CH3:19])([CH3:18])[CH3:17])=[O:14])[CH2:8][CH2:7][C:6]=2[CH:5]=[CH:4][CH:3]=1.C(N(CC)CC)C.[F:27][C:28]([F:41])([F:40])[S:29](O[S:29]([C:28]([F:41])([F:40])[F:27])(=[O:31])=[O:30])(=[O:31])=[O:30].C(=O)([O-])[O-].[Na+].[Na+], predict the reaction product. The product is: [F:27][C:28]([F:41])([F:40])[S:29]([O:1][C:2]1[C:12]2[CH2:11][CH2:10][N:9]([C:13]([O:15][C:16]([CH3:19])([CH3:18])[CH3:17])=[O:14])[CH2:8][CH2:7][C:6]=2[CH:5]=[CH:4][CH:3]=1)(=[O:31])=[O:30]. (9) Given the reactants [Cl:1][C:2]1[C:7]([CH3:8])=[CH:6][C:5]([N:9]2[CH2:14][CH2:13][N:12]([CH3:15])[CH2:11][CH2:10]2)=[CH:4][C:3]=1[CH2:16][C:17](N)=[O:18].[CH3:20][O:21]C(=O)CC1C=C(Br)C=C(C)C=1Cl.CN1CCNCC1.C([O-])([O-])=O.[Cs+].[Cs+].C1C=CC(P(C2C(C3C(P(C4C=CC=CC=4)C4C=CC=CC=4)=CC=C4C=3C=CC=C4)=C3C(C=CC=C3)=CC=2)C2C=CC=CC=2)=CC=1, predict the reaction product. The product is: [CH3:20][O:21][C:17](=[O:18])[CH2:16][C:3]1[CH:4]=[C:5]([N:9]2[CH2:14][CH2:13][N:12]([CH3:15])[CH2:11][CH2:10]2)[CH:6]=[C:7]([CH3:8])[C:2]=1[Cl:1]. (10) Given the reactants C([O:3][C:4]([C:6]1[CH:10]=[C:9]([C:11]2[CH:16]=[CH:15][C:14]([CH3:17])=[CH:13][CH:12]=2)[N:8]([C:18]2[CH:23]=[CH:22][C:21]([S:24](=[O:27])(=[O:26])[NH2:25])=[CH:20][CH:19]=2)[N:7]=1)=O)C.[H-].[H-].[H-].[H-].[Li+].[Al+3].O, predict the reaction product. The product is: [OH:3][CH2:4][C:6]1[CH:10]=[C:9]([C:11]2[CH:12]=[CH:13][C:14]([CH3:17])=[CH:15][CH:16]=2)[N:8]([C:18]2[CH:23]=[CH:22][C:21]([S:24]([NH2:25])(=[O:26])=[O:27])=[CH:20][CH:19]=2)[N:7]=1.